This data is from Catalyst prediction with 721,799 reactions and 888 catalyst types from USPTO. The task is: Predict which catalyst facilitates the given reaction. (1) Reactant: [N+:1]([C:4]1[CH:21]=[CH:20][C:7]2[N:8]=[C:9]([NH:11][C:12](=[O:19])[C:13]3[CH:18]=[CH:17][CH:16]=[CH:15][CH:14]=3)[S:10][C:6]=2[CH:5]=1)([O-])=O.CN(C)C=O. Product: [NH2:1][C:4]1[CH:21]=[CH:20][C:7]2[N:8]=[C:9]([NH:11][C:12](=[O:19])[C:13]3[CH:18]=[CH:17][CH:16]=[CH:15][CH:14]=3)[S:10][C:6]=2[CH:5]=1. The catalyst class is: 153. (2) Product: [I:1]([OH:5])(=[O:4])(=[O:3])=[O:2].[O-2:6].[O-2:2].[O-2:2].[Cr+6:9]. Reactant: [I:1]([OH:5])(=[O:4])(=[O:3])=[O:2].[O-2:6].[O-2].[O-2].[Cr+6:9]. The catalyst class is: 10. (3) The catalyst class is: 8. Product: [N:4]1[CH:5]=[CH:6][CH:7]=[CH:8][C:3]=1[N:1]1[CH:11]=[CH:12][C:13]([NH2:14])=[N:2]1. Reactant: [NH:1]([C:3]1[CH:8]=[CH:7][CH:6]=[CH:5][N:4]=1)[NH2:2].CO[CH:11]=[CH:12][C:13]#[N:14].[O-]CC.[Na+]. (4) Reactant: [CH3:1][C:2]1[CH:7]=[CH:6][N:5]=[C:4]([CH2:8][O:9][C:10]2[C:11]([C:16]3[CH:33]=[CH:32][C:19]4[CH2:20][CH2:21][N:22](C(OC(C)(C)C)=O)[CH2:23][CH2:24][C:18]=4[CH:17]=3)=[N:12][CH:13]=[CH:14][CH:15]=2)[CH:3]=1.Cl. Product: [CH3:1][C:2]1[CH:7]=[CH:6][N:5]=[C:4]([CH2:8][O:9][C:10]2[C:11]([C:16]3[CH:33]=[CH:32][C:19]4[CH2:20][CH2:21][NH:22][CH2:23][CH2:24][C:18]=4[CH:17]=3)=[N:12][CH:13]=[CH:14][CH:15]=2)[CH:3]=1. The catalyst class is: 12. (5) Reactant: [Cl:1][C:2]1[CH:8]=[CH:7][C:5]([NH2:6])=[C:4]([N+:9]([O-:11])=[O:10])[CH:3]=1.[N:12]([O-])=O.[Na+].[Sn](Cl)Cl. Product: [ClH:1].[Cl:1][C:2]1[CH:8]=[CH:7][C:5]([NH:6][NH2:12])=[C:4]([N+:9]([O-:11])=[O:10])[CH:3]=1. The catalyst class is: 126. (6) Reactant: C(OC(=O)[NH:7][CH2:8][CH2:9][CH2:10][N:11]1[C:20]2[CH:19]=[CH:18][C:17]([Cl:21])=[CH:16][C:15]=2[C:14]2=[N:22][N:23](C3CCCCO3)[C:24]([CH2:25][CH2:26][OH:27])=[C:13]2[C:12]1=[O:34])(C)(C)C.Cl. Product: [NH2:7][CH2:8][CH2:9][CH2:10][N:11]1[C:20]2[CH:19]=[CH:18][C:17]([Cl:21])=[CH:16][C:15]=2[C:14]2=[N:22][NH:23][C:24]([CH2:25][CH2:26][OH:27])=[C:13]2[C:12]1=[O:34]. The catalyst class is: 158. (7) Reactant: [C:1]([O:4][CH2:5]/[CH:6]=[CH:7]/[C:8]1[C:9]([NH:20][C:21]2[CH:25]=[C:24]([CH:26]3[CH2:28][CH2:27]3)[N:23](C(=O)C)[N:22]=2)=[N:10][C:11]([C:14]2[CH:19]=[CH:18][CH:17]=[CH:16][CH:15]=2)=[N:12][CH:13]=1)(=[O:3])[CH3:2].C([O-])(O)=O.[Na+]. Product: [C:1]([O:4][CH2:5]/[CH:6]=[CH:7]/[C:8]1[C:9]([NH:20][C:21]2[CH:25]=[C:24]([CH:26]3[CH2:28][CH2:27]3)[NH:23][N:22]=2)=[N:10][C:11]([C:14]2[CH:19]=[CH:18][CH:17]=[CH:16][CH:15]=2)=[N:12][CH:13]=1)(=[O:3])[CH3:2]. The catalyst class is: 14.